From a dataset of Full USPTO retrosynthesis dataset with 1.9M reactions from patents (1976-2016). Predict the reactants needed to synthesize the given product. (1) Given the product [Cl:1][C:2]1[CH:3]=[C:4]2[C:9](=[CH:10][CH:11]=1)[CH2:8][N:7]([C:12]([O:14][CH2:15][C@:16]1([CH3:27])[O:28][C:19]3=[N:20][C:21]([N+:23]([O-:25])=[O:24])=[CH:22][N:18]3[CH2:17]1)=[O:13])[CH2:6][CH2:5]2, predict the reactants needed to synthesize it. The reactants are: [Cl:1][C:2]1[CH:3]=[C:4]2[C:9](=[CH:10][CH:11]=1)[CH2:8][N:7]([C:12]([O:14][CH2:15][C@@:16]([OH:28])([CH3:27])[CH2:17][N:18]1[CH:22]=[C:21]([N+:23]([O-:25])=[O:24])[N:20]=[C:19]1Cl)=[O:13])[CH2:6][CH2:5]2.[H-].[Na+]. (2) Given the product [Br:1][C:2]1[CH:3]=[C:4]([CH3:35])[C:5]2[N:9]=[C:8]([CH2:10][CH2:11][CH3:12])[N:7]([CH2:13][CH2:14][O:15][C:16]3[CH:25]=[CH:24][C:23]([CH2:26][CH:27]4[S:31][C:30](=[O:32])[NH:29][C:28]4=[O:33])=[CH:22][C:17]=3[C:18]([OH:20])=[O:19])[C:6]=2[CH:34]=1, predict the reactants needed to synthesize it. The reactants are: [Br:1][C:2]1[CH:3]=[C:4]([CH3:35])[C:5]2[N:9]=[C:8]([CH2:10][CH2:11][CH3:12])[N:7]([CH2:13][CH2:14][O:15][C:16]3[CH:25]=[CH:24][C:23]([CH2:26][CH:27]4[S:31][C:30](=[O:32])[NH:29][C:28]4=[O:33])=[CH:22][C:17]=3[C:18]([O:20]C)=[O:19])[C:6]=2[CH:34]=1.[Li+].[OH-].